Predict the product of the given reaction. From a dataset of Forward reaction prediction with 1.9M reactions from USPTO patents (1976-2016). (1) Given the reactants [CH2:1]1[C:13]2[NH:12][C:11]3[C:6](=[CH:7][C:8]([NH2:14])=[CH:9][CH:10]=3)[C:5]=2[CH2:4][CH2:3][CH2:2]1.[O:15]1[C:19]2[CH:20]=[CH:21][C:22]([C:24]3([C:27](O)=[O:28])[CH2:26][CH2:25]3)=[CH:23][C:18]=2[O:17][CH2:16]1.C(N(C(C)C)CC)(C)C.F[P-](F)(F)(F)(F)F.C[N+](C)=C(N(C)C)O, predict the reaction product. The product is: [O:15]1[C:19]2[CH:20]=[CH:21][C:22]([C:24]3([C:27]([NH:14][C:8]4[CH:7]=[C:6]5[C:11](=[CH:10][CH:9]=4)[NH:12][C:13]4[CH2:1][CH2:2][CH2:3][CH2:4][C:5]5=4)=[O:28])[CH2:25][CH2:26]3)=[CH:23][C:18]=2[O:17][CH2:16]1. (2) Given the reactants [Cl:1][C:2]1[CH:7]=[CH:6][C:5]([C:8](=[O:14])[CH2:9][C:10]([O:12]C)=O)=[CH:4][CH:3]=1.[OH:15][C:16]1[CH:21]=[C:20](O)[CH:19]=[C:18]([OH:23])[CH:17]=1, predict the reaction product. The product is: [Cl:1][C:2]1[CH:3]=[CH:4][C:5]([C:8]2[O:14][C:20]3[C:21]([C:10](=[O:12])[CH:9]=2)=[C:16]([OH:15])[CH:17]=[C:18]([OH:23])[CH:19]=3)=[CH:6][CH:7]=1. (3) Given the reactants [C:1]([O:5][C:6](=[O:37])[NH:7][C:8]1([C:12]2[CH:17]=[CH:16][C:15]([C:18]3[C:27](=[O:28])[C:26]4[C:21](=[C:22]([NH2:30])[C:23]([NH2:29])=[CH:24][CH:25]=4)[O:20][C:19]=3[C:31]3[CH:36]=[CH:35][CH:34]=[CH:33][CH:32]=3)=[CH:14][CH:13]=2)[CH2:11][CH2:10][CH2:9]1)([CH3:4])([CH3:3])[CH3:2].[N:38]([O-])=O.[Na+], predict the reaction product. The product is: [C:1]([O:5][C:6](=[O:37])[NH:7][C:8]1([C:12]2[CH:13]=[CH:14][C:15]([C:18]3[C:27](=[O:28])[C:26]4[C:21]([O:20][C:19]=3[C:31]3[CH:32]=[CH:33][CH:34]=[CH:35][CH:36]=3)=[C:22]3[NH:30][N:38]=[N:29][C:23]3=[CH:24][CH:25]=4)=[CH:16][CH:17]=2)[CH2:11][CH2:10][CH2:9]1)([CH3:4])([CH3:2])[CH3:3]. (4) The product is: [F:1][C:2]1[CH:10]=[C:6]([C:7]([NH:20][C@H:21]([C:23]2[CH:32]=[CH:31][C:26]([C:27]([O:29][CH3:30])=[O:28])=[CH:25][CH:24]=2)[CH3:22])=[O:9])[C:5]([CH2:11][C:12]2[CH:17]=[CH:16][C:15]([F:18])=[CH:14][CH:13]=2)=[N:4][CH:3]=1. Given the reactants [F:1][C:2]1[CH:3]=[N:4][C:5]([CH2:11][C:12]2[CH:17]=[CH:16][C:15]([F:18])=[CH:14][CH:13]=2)=[C:6]([CH:10]=1)[C:7]([OH:9])=O.Cl.[NH2:20][C@H:21]([C:23]1[CH:32]=[CH:31][C:26]([C:27]([O:29][CH3:30])=[O:28])=[CH:25][CH:24]=1)[CH3:22], predict the reaction product. (5) Given the reactants [F:1][C:2]1[CH:9]=[CH:8][C:5]([CH:6]=O)=[CH:4][CH:3]=1.[C:10]([CH:15]=P(C1C=CC=CC=1)(C1C=CC=CC=1)C1C=CC=CC=1)([O:12][CH2:13][CH3:14])=[O:11], predict the reaction product. The product is: [CH2:13]([O:12][C:10](=[O:11])[CH:15]=[CH:6][C:5]1[CH:8]=[CH:9][C:2]([F:1])=[CH:3][CH:4]=1)[CH3:14].